This data is from Reaction yield outcomes from USPTO patents with 853,638 reactions. The task is: Predict the reaction yield, written as a fraction of the theoretical maximum amount of product (1.0 means a 100% yield; for example, 0.34 means a 34% yield). (1) The reactants are C[O:2][C:3](=[O:21])[C:4]1[CH:9]=[C:8]([C:10](=[O:19])[NH:11][CH2:12][C:13]2[CH:18]=[CH:17][CH:16]=[CH:15][CH:14]=2)[C:7]([OH:20])=[N:6][CH:5]=1.[OH-].[Na+]. The catalyst is CO. The product is [CH2:12]([NH:11][C:10]([C:8]1[C:7]([OH:20])=[N:6][CH:5]=[C:4]([CH:9]=1)[C:3]([OH:21])=[O:2])=[O:19])[C:13]1[CH:18]=[CH:17][CH:16]=[CH:15][CH:14]=1. The yield is 0.850. (2) The reactants are C(C1C=CC(C(NC2C=CC(C3SC(CCC(O)=O)=NC=3)=CC=2)=O)=CC=1)(C)(C)C.[Cl:30][C:31]1[CH:60]=[CH:59][CH:58]=[CH:57][C:32]=1[C:33]([NH:35][C:36]1[CH:41]=[CH:40][C:39]([C:42]2[S:46][C:45]([CH:47]3[CH2:52][CH2:51][CH:50]([C:53]([O:55]C)=[O:54])[CH2:49][CH2:48]3)=[N:44][CH:43]=2)=[CH:38][CH:37]=1)=[O:34]. No catalyst specified. The product is [Cl:30][C:31]1[CH:60]=[CH:59][CH:58]=[CH:57][C:32]=1[C:33]([NH:35][C:36]1[CH:37]=[CH:38][C:39]([C:42]2[S:46][C:45]([CH:47]3[CH2:48][CH2:49][CH:50]([C:53]([OH:55])=[O:54])[CH2:51][CH2:52]3)=[N:44][CH:43]=2)=[CH:40][CH:41]=1)=[O:34]. The yield is 0.950. (3) The yield is 0.720. The product is [CH3:1][O:2][C:3](=[O:4])[CH:5]=[CH:6][C:7]1[CH:8]=[CH:9][C:10]([O:13][CH2:15][CH2:16][CH2:17][CH2:18][CH2:19][CH2:20][OH:21])=[CH:11][CH:12]=1. The catalyst is CN1C(=O)CCC1.O. The reactants are [CH3:1][O:2][C:3](/[CH:5]=[CH:6]/[C:7]1[CH:12]=[CH:11][C:10]([OH:13])=[CH:9][CH:8]=1)=[O:4].Cl[CH2:15][CH2:16][CH2:17][CH2:18][CH2:19][CH2:20][OH:21].C(=O)([O-])[O-].[K+].[K+].[I-].[K+]. (4) The reactants are CO[C:3](=O)[CH2:4][NH:5][C:6](=[O:37])[C:7]1[CH:12]=[C:11]([Cl:13])[C:10]([O:14][C:15]2[CH:20]=[CH:19][N:18]=[CH:17][C:16]=2[C:21]([N:23]2[C:32]3[C:27](=[CH:28][CH:29]=[CH:30][CH:31]=3)[N:26]([CH:33]3[CH2:35][CH2:34]3)[CH2:25][CH2:24]2)=[O:22])=[CH:9][C:8]=1[Cl:36].F[P-](F)(F)(F)(F)F.N1(OC(N(C)C)=[N+](C)C)C2N=CC=CC=2N=N1.C(N(CC)C(C)C)(C)C.NCC[S:75]([OH:78])(=[O:77])=[O:76]. The catalyst is CN(C)C=O. The product is [Cl:36][C:8]1[CH:9]=[C:10]([O:14][C:15]2[CH:20]=[CH:19][N:18]=[CH:17][C:16]=2[C:21]([N:23]2[C:32]3[C:27](=[CH:28][CH:29]=[CH:30][CH:31]=3)[N:26]([CH:33]3[CH2:35][CH2:34]3)[CH2:25][CH2:24]2)=[O:22])[C:11]([Cl:13])=[CH:12][C:7]=1[C:6]([NH:5][CH2:4][CH2:3][S:75]([OH:78])(=[O:77])=[O:76])=[O:37]. The yield is 0.590.